From a dataset of Peptide-MHC class I binding affinity with 185,985 pairs from IEDB/IMGT. Regression. Given a peptide amino acid sequence and an MHC pseudo amino acid sequence, predict their binding affinity value. This is MHC class I binding data. (1) The peptide sequence is LLFNILGGWV. The MHC is HLA-A02:02 with pseudo-sequence HLA-A02:02. The binding affinity (normalized) is 0.871. (2) The peptide sequence is RRTAAGIMK. The MHC is HLA-B27:05 with pseudo-sequence HLA-B27:05. The binding affinity (normalized) is 0.706. (3) The peptide sequence is MTPSPFYTVM. The MHC is HLA-A02:01 with pseudo-sequence HLA-A02:01. The binding affinity (normalized) is 0.312. (4) The peptide sequence is HEEPIPMSTY. The MHC is HLA-B44:03 with pseudo-sequence HLA-B44:03. The binding affinity (normalized) is 0.489. (5) The binding affinity (normalized) is 0. The peptide sequence is DLEDLKDQI. The MHC is HLA-A02:06 with pseudo-sequence HLA-A02:06.